This data is from Reaction yield outcomes from USPTO patents with 853,638 reactions. The task is: Predict the reaction yield, written as a fraction of the theoretical maximum amount of product (1.0 means a 100% yield; for example, 0.34 means a 34% yield). (1) The yield is 0.580. The product is [CH:30]1([CH2:29][CH:28]([N:4]2[C:3](=[O:15])[CH:2]=[C:7]([O:24][C:18]3[C:17]([F:16])=[CH:22][CH:21]=[CH:20][C:19]=3[F:23])[CH:6]=[N:5]2)[C:27]([OH:26])=[O:36])[CH2:34][CH2:33][CH2:32][CH2:31]1. No catalyst specified. The reactants are Cl[C:2]1[C:3](=[O:15])[N:4](C2CCCCO2)[N:5]=[CH:6][C:7]=1Cl.[F:16][C:17]1[CH:22]=[CH:21][CH:20]=[C:19]([F:23])[C:18]=1[OH:24].C[O:26][C:27](=[O:36])[CH:28](Br)[CH2:29][CH:30]1[CH2:34][CH2:33][CH2:32][CH2:31]1. (2) The reactants are Br[C:2]1[CH:3]=[N:4][C:5]2[C:10]([CH:11]=1)=[CH:9][CH:8]=[CH:7][CH:6]=2.[NH:12]1[CH2:16][CH2:15][CH2:14][C:13]1=[O:17]. No catalyst specified. The product is [N:4]1[C:5]2[C:10](=[CH:9][CH:8]=[CH:7][CH:6]=2)[CH:11]=[C:2]([N:12]2[CH2:16][CH2:15][CH2:14][C:13]2=[O:17])[CH:3]=1. The yield is 0.990. (3) The catalyst is O. The yield is 1.00. The product is [N:1]1([CH:7]2[CH2:12][CH2:11][N:10]([C:13](=[O:27])[CH2:14][CH2:15][C:16]3[N:17]([CH2:21][C:22]([OH:24])=[O:23])[CH:18]=[CH:19][N:20]=3)[CH2:9][CH2:8]2)[CH2:6][CH2:5][CH2:4][CH2:3][CH2:2]1. The reactants are [N:1]1([CH:7]2[CH2:12][CH2:11][N:10]([C:13](=[O:27])[CH2:14][CH2:15][C:16]3[N:17]([CH2:21][C:22]([O:24]CC)=[O:23])[CH:18]=[CH:19][N:20]=3)[CH2:9][CH2:8]2)[CH2:6][CH2:5][CH2:4][CH2:3][CH2:2]1. (4) The catalyst is C(O)C. The product is [Cl:1][C:2]1[CH:23]=[C:22]([C:24]([F:27])([F:25])[F:26])[CH:21]=[CH:20][C:3]=1[CH2:4][N:5]1[C:9](/[CH:10]=[CH:11]/[C:12]([OH:14])=[O:13])=[CH:8][C:7]([CH:17]2[CH2:19][CH2:18]2)=[N:6]1. The yield is 0.860. The reactants are [Cl:1][C:2]1[CH:23]=[C:22]([C:24]([F:27])([F:26])[F:25])[CH:21]=[CH:20][C:3]=1[CH2:4][N:5]1[C:9](/[CH:10]=[CH:11]/[C:12]([O:14]CC)=[O:13])=[CH:8][C:7]([CH:17]2[CH2:19][CH2:18]2)=[N:6]1.[OH-].[Na+].O1CCCC1. (5) The reactants are [CH3:1][S:2](Cl)(=[O:4])=[O:3].[F:6][C:7]([F:23])([F:22])[C:8]1[N:12]2[N:13]=[C:14]([N:17]3[CH2:20][CH:19]([OH:21])[CH2:18]3)[CH:15]=[CH:16][C:11]2=[N:10][N:9]=1.C(N(CC)CC)C. The catalyst is C(Cl)Cl. The product is [CH3:1][S:2]([O:21][CH:19]1[CH2:20][N:17]([C:14]2[CH:15]=[CH:16][C:11]3[N:12]([C:8]([C:7]([F:6])([F:22])[F:23])=[N:9][N:10]=3)[N:13]=2)[CH2:18]1)(=[O:4])=[O:3]. The yield is 0.712. (6) No catalyst specified. The yield is 0.450. The product is [CH3:31][NH:30][S:2]([C:5]1[CH:6]=[CH:7][C:8]([N:14]2[CH2:18][CH2:17][CH2:16][CH2:15]2)=[C:9]([CH:13]=1)[C:10]([OH:12])=[O:11])(=[O:4])=[O:3]. The reactants are C[S:2]([C:5]1[CH:6]=[CH:7][C:8]([N:14]2[CH2:18][CH2:17][CH2:16][CH2:15]2)=[C:9]([CH:13]=1)[C:10]([OH:12])=[O:11])(=[O:4])=[O:3].ClC1C=CC(S(=O)(=O)[NH:30][CH3:31])=CC=1C(O)=O.N1CCCC1. (7) The reactants are [BH4-].[Na+].[CH3:3][C:4]1[N:5]=[CH:6][N:7]([C:9]2[CH:14]=[CH:13][C:12]([NH:15][CH:16]([CH3:28])[CH2:17][C:18]([NH:20][C:21](=[O:27])[O:22][C:23]([CH3:26])([CH3:25])[CH3:24])=O)=[CH:11][CH:10]=2)[CH:8]=1.O.O.O.O.O.O.[Cl-].[Mg+2].[Cl-].C(O)(=O)CC(CC(O)=O)(C(O)=O)O.Cl. The catalyst is C(O)C.O.C(Cl)Cl. The product is [CH3:28][C@H:16]1[CH2:17][C@@H:18]([NH:20][C:21](=[O:27])[O:22][C:23]([CH3:26])([CH3:25])[CH3:24])[C:13]2[C:12](=[CH:11][CH:10]=[C:9]([N:7]3[CH:8]=[C:4]([CH3:3])[N:5]=[CH:6]3)[CH:14]=2)[NH:15]1. The yield is 0.840.